Task: Binary Classification. Given a T-cell receptor sequence (or CDR3 region) and an epitope sequence, predict whether binding occurs between them.. Dataset: TCR-epitope binding with 47,182 pairs between 192 epitopes and 23,139 TCRs (1) The epitope is KPLEFGATSAAL. The TCR CDR3 sequence is CASSPNTEAFF. Result: 1 (the TCR binds to the epitope). (2) The epitope is AVFDRKSDAK. The TCR CDR3 sequence is CATGTGDSNQPQHF. Result: 1 (the TCR binds to the epitope).